From a dataset of Reaction yield outcomes from USPTO patents with 853,638 reactions. Predict the reaction yield, written as a fraction of the theoretical maximum amount of product (1.0 means a 100% yield; for example, 0.34 means a 34% yield). (1) The yield is 0.770. The reactants are [C:1]([O:5][C:6](=[O:30])[C@@H:7]([NH:22][C:23]([O:25][C:26]([CH3:29])([CH3:28])[CH3:27])=[O:24])[CH2:8][CH2:9][CH2:10][NH:11][CH:12]1[C:21]2[N:20]=[CH:19][CH:18]=[CH:17][C:16]=2[CH2:15][CH2:14][CH2:13]1)([CH3:4])([CH3:3])[CH3:2].[C:31]([O:35][C:36]([N:38]1[C:42]2[CH:43]=[CH:44][CH:45]=[CH:46][C:41]=2[N:40]=[C:39]1[CH2:47]Cl)=[O:37])([CH3:34])([CH3:33])[CH3:32].C(N(CC)C(C)C)(C)C. The product is [C:31]([O:35][C:36]([N:38]1[C:42]2[CH:43]=[CH:44][CH:45]=[CH:46][C:41]=2[N:40]=[C:39]1[CH2:47][N:11]([CH2:10][CH2:9][CH2:8][CH:7]([C:6]([O:5][C:1]([CH3:4])([CH3:3])[CH3:2])=[O:30])[NH:22][C:23]([O:25][C:26]([CH3:29])([CH3:28])[CH3:27])=[O:24])[CH:12]1[C:21]2[N:20]=[CH:19][CH:18]=[CH:17][C:16]=2[CH2:15][CH2:14][CH2:13]1)=[O:37])([CH3:34])([CH3:33])[CH3:32]. The catalyst is CC#N. (2) The reactants are [O:1]=[S:2]1(=[O:38])[CH2:7][CH2:6][CH:5]([N:8]([CH3:37])[S:9]([C:12]2[CH:17]=[CH:16][C:15]([C:18]3[CH:23]=[CH:22][N:21]=[C:20]4[N:24](S(C5C=CC=CC=5)(=O)=O)[C:25]([CH3:27])=[CH:26][C:19]=34)=[CH:14][CH:13]=2)(=[O:11])=[O:10])[CH2:4][CH2:3]1. The catalyst is [OH-].[Na+].O1CCOCC1. The product is [O:38]=[S:2]1(=[O:1])[CH2:3][CH2:4][CH:5]([N:8]([CH3:37])[S:9]([C:12]2[CH:13]=[CH:14][C:15]([C:18]3[CH:23]=[CH:22][N:21]=[C:20]4[NH:24][C:25]([CH3:27])=[CH:26][C:19]=34)=[CH:16][CH:17]=2)(=[O:10])=[O:11])[CH2:6][CH2:7]1. The yield is 0.560. (3) The reactants are [C:1]([N:12]1[CH2:17][CH2:16][CH:15]([OH:18])[CH2:14][CH2:13]1)(=[O:11])/[CH:2]=[CH:3]/[CH2:4][CH2:5][CH2:6][CH2:7][CH2:8][CH2:9][CH3:10].[H-].[Na+].[CH3:21]I.O. The catalyst is C1COCC1. The product is [C:1]([N:12]1[CH2:13][CH2:14][CH:15]([O:18][CH3:21])[CH2:16][CH2:17]1)(=[O:11])/[CH:2]=[CH:3]/[CH2:4][CH2:5][CH2:6][CH2:7][CH2:8][CH2:9][CH3:10]. The yield is 0.650. (4) The reactants are CS(OS(C)(=O)=O)(=O)=O.[C:10]([C:14]1[CH:15]=[C:16]([NH:20][C:21]([NH:23][CH2:24][C:25]2[CH:30]=[CH:29][CH:28]=[CH:27][C:26]=2[NH:31][C:32]2[CH:33]=[C:34]3[C:38](=[CH:39][CH:40]=2)[N:37]([CH2:41][CH2:42][CH2:43]O)[N:36]=[CH:35]3)=O)[N:17]([CH3:19])[N:18]=1)([CH3:13])([CH3:12])[CH3:11].[CH:45]([N:48](C(C)C)CC)([CH3:47])[CH3:46].C(N)(C)C.CC#N.[OH2:61]. No catalyst specified. The product is [C:10]([C:14]1[CH:15]=[C:16]([NH:20][C:21]([NH:23][CH2:24][C:25]2[CH:30]=[CH:29][CH:28]=[CH:27][C:26]=2[NH:31][C:32]2[CH:33]=[C:34]3[C:38](=[CH:39][CH:40]=2)[N:37]([CH2:41][CH2:42][CH2:43][NH:48][CH:45]([CH3:47])[CH3:46])[N:36]=[CH:35]3)=[O:61])[N:17]([CH3:19])[N:18]=1)([CH3:13])([CH3:12])[CH3:11]. The yield is 0.200. (5) The reactants are [Cl:1][C:2]1[CH:21]=[CH:20][C:5]2[NH:6][C:7]3[N:8]=[CH:9][CH:10]=[CH:11][C:12]=3[C:13]([CH:18]=[O:19])([C:14]([F:17])([F:16])[CH3:15])[C:4]=2[CH:3]=1.[CH:22]([O:31][CH:32]([CH3:34])[CH3:33])([O:27][CH:28]([CH3:30])[CH3:29])OC(C)C.CC1C=CC(S(O)(=O)=O)=CC=1.O. The catalyst is C(O)(C)C.C(Cl)Cl. The product is [Cl:1][C:2]1[CH:21]=[CH:20][C:5]2[NH:6][C:7]3[N:8]=[CH:9][CH:10]=[CH:11][C:12]=3[C:13]([CH:22]([O:27][CH:28]([CH3:29])[CH3:30])[O:31][CH:32]([CH3:33])[CH3:34])([C:14]([F:17])([F:16])[CH3:15])[C:4]=2[CH:3]=1.[Cl:1][C:2]1[CH:21]=[CH:20][C:5]2[NH:6][C:7]3[N:8]=[CH:9][CH:10]=[CH:11][C:12]=3[C:13]([CH:18]=[O:19])([C:14]([F:16])([F:17])[CH3:15])[C:4]=2[CH:3]=1. The yield is 0.490. (6) The reactants are [OH:1][C:2]1([C:30]([F:33])([F:32])[F:31])[C:14]2[CH:13]=[C:12]([CH3:15])[CH:11]=[C:10]([C:16]3[CH:17]=[N:18][N:19]([CH2:21][CH2:22][C:23]([O:25]C(C)(C)C)=[O:24])[CH:20]=3)[C:9]=2[C:8]2[C:3]1=[CH:4][CH:5]=[CH:6][CH:7]=2.FC(F)(F)C(O)=O. The catalyst is O1CCOCC1. The product is [OH:1][C:2]1([C:30]([F:32])([F:33])[F:31])[C:14]2[CH:13]=[C:12]([CH3:15])[CH:11]=[C:10]([C:16]3[CH:17]=[N:18][N:19]([CH2:21][CH2:22][C:23]([OH:25])=[O:24])[CH:20]=3)[C:9]=2[C:8]2[C:3]1=[CH:4][CH:5]=[CH:6][CH:7]=2. The yield is 0.960.